This data is from Catalyst prediction with 721,799 reactions and 888 catalyst types from USPTO. The task is: Predict which catalyst facilitates the given reaction. (1) Reactant: [I-:1].[CH3:2][C:3]1[SH+:4][CH:5]=[CH:6][CH:7]=[CH:8][CH:9]=[CH:10][CH:11]=1.CI. Product: [IH:1].[I-:1].[CH3:2][C:3]1[SH+:4][CH:5]=[CH:6][CH:7]=[CH:8][CH:9]=[CH:10][CH:11]=1. The catalyst class is: 5. (2) Reactant: [F:1][C:2]1[CH:7]=[CH:6][C:5]([N:8]2[CH2:17][CH2:16][C:15]3[C:10](=[CH:11][CH:12]=[C:13]([OH:18])[CH:14]=3)[CH:9]2[CH2:19][C:20]2[CH:25]=[CH:24][C:23]([O:26][CH2:27][CH2:28][CH:29]3[CH2:34][CH2:33][CH2:32][CH2:31][NH:30]3)=[CH:22][CH:21]=2)=[CH:4][CH:3]=1.[CH3:35][S:36](Cl)(=[O:38])=[O:37]. Product: [CH3:35][S:36]([O:18][C:13]1[CH:14]=[C:15]2[C:10](=[CH:11][CH:12]=1)[CH:9]([CH2:19][C:20]1[CH:25]=[CH:24][C:23]([O:26][CH2:27][CH2:28][CH:29]3[CH2:34][CH2:33][CH2:32][CH2:31][NH:30]3)=[CH:22][CH:21]=1)[N:8]([C:5]1[CH:6]=[CH:7][C:2]([F:1])=[CH:3][CH:4]=1)[CH2:17][CH2:16]2)(=[O:38])=[O:37]. The catalyst class is: 17. (3) Reactant: [F:1][C:2]1[CH:7]=[CH:6][C:5]([N:8]2[C:16]3[C:11](=[CH:12][C:13]([C:17]4([C:23]([CH3:28])([CH3:27])[C:24](O)=[O:25])[CH2:22][CH2:21][O:20][CH2:19][CH2:18]4)=[CH:14][CH:15]=3)[CH:10]=[N:9]2)=[CH:4][CH:3]=1.[N:29]1C=CC=CC=1.N1C(F)=NC(F)=NC=1F. Product: [F:1][C:2]1[CH:3]=[CH:4][C:5]([N:8]2[C:16]3[C:11](=[CH:12][C:13]([C:17]4([C:23]([CH3:28])([CH3:27])[C:24]([NH2:29])=[O:25])[CH2:22][CH2:21][O:20][CH2:19][CH2:18]4)=[CH:14][CH:15]=3)[CH:10]=[N:9]2)=[CH:6][CH:7]=1. The catalyst class is: 2. (4) Reactant: [C:1]([C:5]1[CH:15]=[CH:14][C:8]([O:9][CH2:10][C:11]([OH:13])=O)=[CH:7][C:6]=1[F:16])([CH3:4])([CH3:3])[CH3:2].[Cl-].ClC1N(C)CC[NH+]1C.Cl.[NH2:27][C@@H:28]([C:30]1[CH:35]=[CH:34][C:33]([NH:36][S:37]([CH3:40])(=[O:39])=[O:38])=[C:32]([CH3:41])[CH:31]=1)[CH3:29]. Product: [C:1]([C:5]1[CH:15]=[CH:14][C:8]([O:9][CH2:10][C:11]([NH:27][C@@H:28]([C:30]2[CH:35]=[CH:34][C:33]([NH:36][S:37]([CH3:40])(=[O:39])=[O:38])=[C:32]([CH3:41])[CH:31]=2)[CH3:29])=[O:13])=[CH:7][C:6]=1[F:16])([CH3:2])([CH3:3])[CH3:4]. The catalyst class is: 66. (5) Reactant: [NH2:1][C:2]1[S:3][C:4]2[C:9]([N:10]([CH3:17])[C@H:11]([CH2:14][CH2:15][CH3:16])[CH2:12][OH:13])=[N:8][C:7]([S:18]CC3C=CC=CC=3)=[N:6][C:5]=2[N:26]=1.[Na]. Product: [NH2:1][C:2]1[S:3][C:4]2[C:9]([N:10]([CH3:17])[C@H:11]([CH2:14][CH2:15][CH3:16])[CH2:12][OH:13])=[N:8][C:7]([SH:18])=[N:6][C:5]=2[N:26]=1. The catalyst class is: 328. (6) Reactant: CCN(C(C)C)C(C)C.[CH2:10]([O:17][C:18]1[CH:30]=[CH:29][C:21]([C:22]([NH:24][CH2:25][C:26]([OH:28])=O)=[O:23])=[CH:20][CH:19]=1)[C:11]1[CH:16]=[CH:15][CH:14]=[CH:13][CH:12]=1.C1C=CC2N(O)N=NC=2C=1.CCN=C=NCCCN(C)C.Cl.Cl.[N:54]1([C:60]([C:62]2[CH:67]=[CH:66][CH:65]=[CH:64][C:63]=2[C:68]([F:71])([F:70])[F:69])=[O:61])[CH2:59][CH2:58][NH:57][CH2:56][CH2:55]1. Product: [CH2:10]([O:17][C:18]1[CH:19]=[CH:20][C:21]([C:22]([NH:24][CH2:25][C:26](=[O:28])[N:57]2[CH2:58][CH2:59][N:54]([C:60](=[O:61])[C:62]3[CH:67]=[CH:66][CH:65]=[CH:64][C:63]=3[C:68]([F:71])([F:69])[F:70])[CH2:55][CH2:56]2)=[O:23])=[CH:29][CH:30]=1)[C:11]1[CH:12]=[CH:13][CH:14]=[CH:15][CH:16]=1. The catalyst class is: 18. (7) Reactant: [H-].[Na+].[Br:3][C:4]1[CH:5]=[N:6][CH:7]=[C:8]([CH:13]=1)[C:9]([NH:11][CH3:12])=[O:10].[CH3:14]I.[Cl-].[NH4+]. Product: [Br:3][C:4]1[CH:5]=[N:6][CH:7]=[C:8]([CH:13]=1)[C:9]([N:11]([CH3:14])[CH3:12])=[O:10]. The catalyst class is: 399.